This data is from Full USPTO retrosynthesis dataset with 1.9M reactions from patents (1976-2016). The task is: Predict the reactants needed to synthesize the given product. (1) The reactants are: [Cl:1][C:2]1[C:7]([O:8][CH3:9])=[CH:6][C:5]([O:10][CH3:11])=[C:4]([Cl:12])[C:3]=1[N:13]([CH2:47][O:48][CH2:49][CH2:50][Si:51]([CH3:54])([CH3:53])[CH3:52])[C:14](=[O:46])[N:15]([C:17]1[N:22]=[CH:21][N:20]=[C:19]([NH:23][C:24]2[CH:29]=[CH:28][C:27]([N:30]3[CH2:35][CH2:34][N:33]([C:36]([O:38][C:39]([CH3:42])([CH3:41])[CH3:40])=[O:37])[CH2:32][CH2:31]3)=[CH:26][C:25]=2[N+:43]([O-:45])=[O:44])[CH:18]=1)[CH3:16].[C:55](O[C:55]([O:57][C:58]([CH3:61])([CH3:60])[CH3:59])=[O:56])([O:57][C:58]([CH3:61])([CH3:60])[CH3:59])=[O:56].CCOC(C)=O.O. Given the product [C:58]([O:57][C:55]([N:23]([C:19]1[CH:18]=[C:17]([N:15]([CH3:16])[C:14]([N:13]([C:3]2[C:2]([Cl:1])=[C:7]([O:8][CH3:9])[CH:6]=[C:5]([O:10][CH3:11])[C:4]=2[Cl:12])[CH2:47][O:48][CH2:49][CH2:50][Si:51]([CH3:53])([CH3:52])[CH3:54])=[O:46])[N:22]=[CH:21][N:20]=1)[C:24]1[CH:29]=[CH:28][C:27]([N:30]2[CH2:35][CH2:34][N:33]([C:36]([O:38][C:39]([CH3:42])([CH3:41])[CH3:40])=[O:37])[CH2:32][CH2:31]2)=[CH:26][C:25]=1[N+:43]([O-:45])=[O:44])=[O:56])([CH3:61])([CH3:60])[CH3:59], predict the reactants needed to synthesize it. (2) Given the product [C:31]1([C:34]2[CH:39]=[CH:38][CH:37]=[CH:36][CH:35]=2)[CH:32]=[CH:33][C:28]([C:8]2[N:9]([CH2:19][C:20]([N:22]3[CH2:27][CH2:26][O:25][CH2:24][CH2:23]3)=[O:21])[C:10]3[C:15]([C:7]=2[CH:1]2[CH2:6][CH2:5][CH2:4][CH2:3][CH2:2]2)=[CH:14][CH:13]=[C:12]([C:16]([OH:18])=[O:17])[CH:11]=3)=[CH:29][CH:30]=1, predict the reactants needed to synthesize it. The reactants are: [CH:1]1([C:7]2[C:15]3[C:10](=[CH:11][C:12]([C:16]([OH:18])=[O:17])=[CH:13][CH:14]=3)[N:9]([CH2:19][C:20]([N:22]3[CH2:27][CH2:26][O:25][CH2:24][CH2:23]3)=[O:21])[C:8]=2[C:28]2[CH:33]=[CH:32][C:31]([C:34]3[CH:39]=[CH:38][C:37](N(C)C)=[CH:36][CH:35]=3)=[CH:30][CH:29]=2)[CH2:6][CH2:5][CH2:4][CH2:3][CH2:2]1.COC(C1C=C2C(C(C3CCCCC3)=C(C3C=CC(OS(C(F)(F)F)(=O)=O)=CC=3)N2CC(N2CCOCC2)=O)=CC=1)=O.C1(B(O)O)C=CC=CC=1. (3) Given the product [CH3:1][C:2]1[N:3]([C:8]2[CH:13]=[CH:12][CH:11]=[CH:10][CH:9]=2)[C:4]([CH3:7])=[CH:5][C:6]=1[CH:17]=[O:18], predict the reactants needed to synthesize it. The reactants are: [CH3:1][C:2]1[N:3]([C:8]2[CH:13]=[CH:12][CH:11]=[CH:10][CH:9]=2)[C:4]([CH3:7])=[CH:5][CH:6]=1.CN([CH:17]=[O:18])C.O=P(Cl)(Cl)Cl.C([O-])([O-])=O.[K+].[K+].